This data is from Full USPTO retrosynthesis dataset with 1.9M reactions from patents (1976-2016). The task is: Predict the reactants needed to synthesize the given product. (1) Given the product [NH2:42][C:2]1[CH:3]=[C:4]([C:16]([NH:18][CH2:19][C:20]2[C:21](=[O:28])[NH:22][C:23]([CH3:27])=[CH:24][C:25]=2[CH3:26])=[O:17])[C:5]2[CH:6]=[N:7][N:8]([CH:11]3[CH2:15][CH2:14][CH2:13][CH2:12]3)[C:9]=2[CH:10]=1, predict the reactants needed to synthesize it. The reactants are: Br[C:2]1[CH:3]=[C:4]([C:16]([NH:18][CH2:19][C:20]2[C:21](=[O:28])[NH:22][C:23]([CH3:27])=[CH:24][C:25]=2[CH3:26])=[O:17])[C:5]2[CH:6]=[N:7][N:8]([CH:11]3[CH2:15][CH2:14][CH2:13][CH2:12]3)[C:9]=2[CH:10]=1.C(=[NH:42])(C1C=CC=CC=1)C1C=CC=CC=1.C([O-])([O-])=O.[Cs+].[Cs+].CC1(C)C2C(=C(P(C3C=CC=CC=3)C3C=CC=CC=3)C=CC=2)OC2C(P(C3C=CC=CC=3)C3C=CC=CC=3)=CC=CC1=2.Cl. (2) Given the product [CH:24]1([C:23]2[C:18]([N:15]3[CH2:16][CH2:17][N:12]([C:10]([C:5]4[CH:4]=[CH:3][C:2]([N:31]5[CH2:32][CH2:33][CH2:34][CH2:35][S:30]5(=[O:37])=[O:36])=[CH:9][C:6]=4[C:7]#[N:8])=[O:11])[CH2:13][CH2:14]3)=[N:19][CH:20]=[C:21]([CH:27]3[CH2:29][CH2:28]3)[CH:22]=2)[CH2:26][CH2:25]1, predict the reactants needed to synthesize it. The reactants are: Br[C:2]1[CH:3]=[CH:4][C:5]([C:10]([N:12]2[CH2:17][CH2:16][N:15]([C:18]3[C:23]([CH:24]4[CH2:26][CH2:25]4)=[CH:22][C:21]([CH:27]4[CH2:29][CH2:28]4)=[CH:20][N:19]=3)[CH2:14][CH2:13]2)=[O:11])=[C:6]([CH:9]=1)[C:7]#[N:8].[S:30]1(=[O:37])(=[O:36])[CH2:35][CH2:34][CH2:33][CH2:32][NH:31]1. (3) Given the product [NH2:5][C:4]1[CH:3]=[C:2]([Cl:1])[C:8]([O:9][CH3:10])=[CH:7][C:6]=1[C:13](=[O:12])[CH3:14], predict the reactants needed to synthesize it. The reactants are: [Cl:1][C:2]1[CH:3]=[C:4]([CH:6]=[CH:7][C:8]=1[O:9][CH3:10])[NH2:5].C[O:12][C:13]1C=CC=C(N)[CH:14]=1. (4) Given the product [ClH:1].[CH3:18][C@H:5]1[CH2:6][NH:7][CH2:8][C@@H:9]([CH3:10])[N:4]1[C:2]([O:23][CH2:22][C:21]1[CH:24]=[C:25]([F:28])[CH:26]=[CH:27][C:20]=1[F:19])=[O:3], predict the reactants needed to synthesize it. The reactants are: [Cl:1][C:2]([N:4]1[C@H:9]([CH3:10])[CH2:8][N:7](C(OC(C)(C)C)=O)[CH2:6][C@@H:5]1[CH3:18])=[O:3].[F:19][C:20]1[CH:27]=[CH:26][C:25]([F:28])=[CH:24][C:21]=1[CH2:22][OH:23]. (5) Given the product [CH2:1]([O:3][C:4](=[O:17])[C:5]([C:18]1[CH:23]=[CH:22][CH:21]=[CH:20][CH:19]=1)([OH:16])[CH2:6][C:7]([C:9]1[CH:14]=[CH:13][CH:12]=[CH:11][CH:10]=1)([CH3:8])[CH3:15])[CH3:2], predict the reactants needed to synthesize it. The reactants are: [CH2:1]([O:3][C:4](=[O:17])[C:5](=[O:16])[CH2:6][C:7]([CH3:15])([C:9]1[CH:14]=[CH:13][CH:12]=[CH:11][CH:10]=1)[CH3:8])[CH3:2].[C:18]1([Mg]Cl)[CH:23]=[CH:22][CH:21]=[CH:20][CH:19]=1.C1COCC1. (6) Given the product [C:13]([C:2]1[CH:3]=[C:4]([S:8]([NH:11][CH3:12])(=[O:10])=[O:9])[CH:5]=[N:6][CH:7]=1)#[N:14], predict the reactants needed to synthesize it. The reactants are: Br[C:2]1[CH:3]=[C:4]([S:8]([NH:11][CH3:12])(=[O:10])=[O:9])[CH:5]=[N:6][CH:7]=1.[CH3:13][N:14](C)C=O.